From a dataset of Catalyst prediction with 721,799 reactions and 888 catalyst types from USPTO. Predict which catalyst facilitates the given reaction. (1) Reactant: C[O:2][C:3]([C@H:5]1[N:9]2[C:10](=[O:29])[CH:11]=[C:12]([CH2:22][CH2:23][CH2:24][CH2:25][CH2:26][CH2:27][CH3:28])[C:13]([C:14]3[CH:19]=[CH:18][C:17]([F:20])=[C:16]([F:21])[CH:15]=3)=[C:8]2[S:7][CH2:6]1)=[O:4].[Li+].[OH-]. Product: [F:21][C:16]1[CH:15]=[C:14]([C:13]2[C:12]([CH2:22][CH2:23][CH2:24][CH2:25][CH2:26][CH2:27][CH3:28])=[CH:11][C:10](=[O:29])[N:9]3[C@H:5]([C:3]([OH:4])=[O:2])[CH2:6][S:7][C:8]=23)[CH:19]=[CH:18][C:17]=1[F:20]. The catalyst class is: 5. (2) Product: [Br:14][C:15]1[CH:22]=[CH:21][C:18]([CH2:5][CH2:4][C:3]([OH:11])=[O:10])=[CH:17][CH:16]=1. Reactant: [H-].[Na+].[C:3]([O:11]CC)(=[O:10])[CH2:4][C:5](OCC)=O.[Br:14][C:15]1[CH:22]=[CH:21][C:18](CBr)=[CH:17][CH:16]=1. The catalyst class is: 35. (3) Reactant: [Cl:1][C:2]1[CH:3]=[C:4]([C@@H:8]2[C@@H:13]([C:14]3[CH:19]=[CH:18][C:17]([Cl:20])=[CH:16][CH:15]=3)[N:12]([CH2:21][C:22]3[CH:27]=[CH:26][C:25]([O:28][CH3:29])=[CH:24][C:23]=3[O:30][CH3:31])[C:11](=[O:32])[CH:10]([CH3:33])[CH2:9]2)[CH:5]=[CH:6][CH:7]=1.[CH2:34](Br)[CH:35]=C.[Li+].[CH3:39][Si]([N-][Si](C)(C)C)(C)C. Product: [CH2:33]([C:10]1([CH3:39])[CH2:9][C@H:8]([C:4]2[CH:5]=[CH:6][CH:7]=[C:2]([Cl:1])[CH:3]=2)[C@@H:13]([C:14]2[CH:15]=[CH:16][C:17]([Cl:20])=[CH:18][CH:19]=2)[N:12]([CH2:21][C:22]2[CH:27]=[CH:26][C:25]([O:28][CH3:29])=[CH:24][C:23]=2[O:30][CH3:31])[C:11]1=[O:32])[CH:34]=[CH2:35]. The catalyst class is: 1. (4) Reactant: CCN1C(CNC(C2C=C([S:21](CC)(=[O:23])=[O:22])C(N)=CC=2OC)=O)CCC1.[CH3:26][O:27][C:28]1[CH:36]=[C:35]([NH2:37])[C:34]([CH2:38][CH3:39])=[CH:33][C:29]=1[C:30]([OH:32])=S.[OH:40]O. Product: [CH3:26][O:27][CH:28]1[C:36](=[S:21](=[O:23])=[O:22])[C:35]([NH2:37])=[C:34]([CH2:38][CH3:39])[CH:33]=[C:29]1[C:30]([OH:40])=[O:32]. The catalyst class is: 15. (5) Reactant: C(S([C:8]1[C:13](S(C(C)(C)C)(=O)=O)=[C:12]2[CH2:21][C:9]=1[CH2:10][CH2:11]2)(=O)=O)(C)(C)C.[C:22]1([Li])[CH:27]=[CH:26][CH:25]=[CH:24][CH:23]=1.CO. Product: [C:22]1([C:13]2[C:8]([C:8]3[CH:13]=[CH:12][CH:11]=[CH:10][CH:9]=3)=[C:9]3[CH2:21][C:12]=2[CH2:11][CH2:10]3)[CH:27]=[CH:26][CH:25]=[CH:24][CH:23]=1. The catalyst class is: 7. (6) Reactant: [OH:1][C@H:2]([CH3:6])[C:3](N)=O.F[B-](F)(F)F.C([O+](CC)CC)C.[CH3:19][S:20]([CH2:23][CH2:24][C@H:25]1[CH2:30][CH2:29][C@H:28]([NH:31][C:32]2[C:37]([NH2:38])=[CH:36][N:35]=[C:34]3[CH:39]=[CH:40][S:41][C:33]=23)[CH2:27][CH2:26]1)(=[O:22])=[O:21]. Product: [CH3:19][S:20]([CH2:23][CH2:24][C@H:25]1[CH2:30][CH2:29][C@H:28]([N:31]2[C:32]3=[C:33]4[S:41][CH:40]=[CH:39][C:34]4=[N:35][CH:36]=[C:37]3[N:38]=[C:3]2[C@H:2]([OH:1])[CH3:6])[CH2:27][CH2:26]1)(=[O:21])=[O:22]. The catalyst class is: 214.